Dataset: Forward reaction prediction with 1.9M reactions from USPTO patents (1976-2016). Task: Predict the product of the given reaction. (1) Given the reactants Br[CH2:2][C:3]([C:5]1[CH:12]=[CH:11][C:8]([C:9]#[N:10])=[CH:7][CH:6]=1)=O.[NH2:13][C:14]1[S:15][CH2:16][CH2:17][N:18]=1.Cl.N, predict the reaction product. The product is: [S:15]1[CH2:16][CH2:17][N:18]2[C:3]([C:5]3[CH:12]=[CH:11][C:8]([C:9]#[N:10])=[CH:7][CH:6]=3)=[CH:2][N:13]=[C:14]12. (2) Given the reactants [Br:1][C:2]1[C:3]([O:12][CH3:13])=[C:4]([CH:7]=[C:8]([O:10][CH3:11])[CH:9]=1)[CH:5]=[O:6].[H-].[H-].[H-].[H-].[Li+].[Al+3], predict the reaction product. The product is: [Br:1][C:2]1[C:3]([O:12][CH3:13])=[C:4]([CH2:5][OH:6])[CH:7]=[C:8]([O:10][CH3:11])[CH:9]=1. (3) Given the reactants [CH2:1]([O:10][C:11]1[CH:16]=[CH:15][C:14]([C:17]([CH3:24])=[CH:18][C:19]([O:21][CH2:22][CH3:23])=[O:20])=[CH:13][C:12]=1[N+:25]([O-])=O)[CH:2]=[CH:3][C:4]1[CH:9]=[CH:8][CH:7]=[CH:6][CH:5]=1, predict the reaction product. The product is: [NH2:25][C:12]1[CH:13]=[C:14]([CH:17]([CH3:24])[CH2:18][C:19]([O:21][CH2:22][CH3:23])=[O:20])[CH:15]=[CH:16][C:11]=1[O:10][CH2:1][CH2:2][CH2:3][C:4]1[CH:5]=[CH:6][CH:7]=[CH:8][CH:9]=1. (4) Given the reactants FC(F)(F)[C:3]1[CH:4]=[C:5]([N+:16]([O-])=O)[CH:6]=[CH:7][C:8]=1[S:9][C:10]1[CH:15]=[CH:14]N=CC=1.SC1C=C[N:25]=[CH:24][CH:23]=1.FC1C=CC([N+]([O-])=O)=CC=1C(F)(F)F.C(=O)([O-])[O-].[K+].[K+], predict the reaction product. The product is: [N:25]1[CH:24]=[CH:23][CH:14]=[CH:15][C:10]=1[S:9][C:8]1[CH:3]=[CH:4][C:5]([NH2:16])=[CH:6][CH:7]=1. (5) Given the reactants [H-].[Na+].F[C:4]1[C:5]([C:11]([N:13]([CH2:15][CH2:16][OH:17])[CH3:14])=[O:12])=[N:6][CH:7]=[C:8]([F:10])[CH:9]=1.O, predict the reaction product. The product is: [F:10][C:8]1[CH:7]=[N:6][C:5]2[C:11](=[O:12])[N:13]([CH3:14])[CH2:15][CH2:16][O:17][C:4]=2[CH:9]=1. (6) Given the reactants [C:1]([O:5][C:6](=[O:16])[NH:7][CH:8]([CH:13]=[N:14][OH:15])[CH2:9][CH:10]([CH3:12])[CH3:11])([CH3:4])([CH3:3])[CH3:2].[CH3:17][O:18][C:19](=[O:26])[C:20]([CH3:25])([CH3:24])[CH2:21][C:22]#[CH:23], predict the reaction product. The product is: [CH3:17][O:18][C:19](=[O:26])[C:20]([CH3:25])([CH3:24])[CH2:21][C:22]1[O:15][N:14]=[C:13]([CH:8]([NH:7][C:6]([O:5][C:1]([CH3:3])([CH3:2])[CH3:4])=[O:16])[CH2:9][CH:10]([CH3:12])[CH3:11])[CH:23]=1. (7) Given the reactants [F:1][C:2]1[CH:7]=[CH:6][C:5]([S:8]([N:11]2[C:20]3[C:15](=[CH:16][CH:17]=[C:18]([N+:21]([O-])=O)[CH:19]=3)[CH2:14][CH2:13][CH2:12]2)(=[O:10])=[O:9])=[CH:4][CH:3]=1.ClC(Cl)C.[H][H], predict the reaction product. The product is: [F:1][C:2]1[CH:7]=[CH:6][C:5]([S:8]([N:11]2[C:20]3[C:15](=[CH:16][CH:17]=[C:18]([NH2:21])[CH:19]=3)[CH2:14][CH2:13][CH2:12]2)(=[O:9])=[O:10])=[CH:4][CH:3]=1.